This data is from Peptide-MHC class I binding affinity with 185,985 pairs from IEDB/IMGT. The task is: Regression. Given a peptide amino acid sequence and an MHC pseudo amino acid sequence, predict their binding affinity value. This is MHC class I binding data. (1) The peptide sequence is IHAEFQASL. The MHC is HLA-B39:01 with pseudo-sequence HLA-B39:01. The binding affinity (normalized) is 0.657. (2) The peptide sequence is CTNFKTQLV. The MHC is HLA-A30:01 with pseudo-sequence HLA-A30:01. The binding affinity (normalized) is 0.357.